Regression. Given two drug SMILES strings and cell line genomic features, predict the synergy score measuring deviation from expected non-interaction effect. From a dataset of NCI-60 drug combinations with 297,098 pairs across 59 cell lines. (1) Drug 1: CNC(=O)C1=NC=CC(=C1)OC2=CC=C(C=C2)NC(=O)NC3=CC(=C(C=C3)Cl)C(F)(F)F. Drug 2: CCC1(C2=C(COC1=O)C(=O)N3CC4=CC5=C(C=CC(=C5CN(C)C)O)N=C4C3=C2)O.Cl. Cell line: NCI-H460. Synergy scores: CSS=31.4, Synergy_ZIP=-7.14, Synergy_Bliss=-4.74, Synergy_Loewe=-4.61, Synergy_HSA=-3.69. (2) Drug 1: CC1=CC2C(CCC3(C2CCC3(C(=O)C)OC(=O)C)C)C4(C1=CC(=O)CC4)C. Drug 2: C1=C(C(=O)NC(=O)N1)N(CCCl)CCCl. Cell line: UACC-257. Synergy scores: CSS=9.32, Synergy_ZIP=-2.04, Synergy_Bliss=5.39, Synergy_Loewe=-3.53, Synergy_HSA=2.79. (3) Synergy scores: CSS=58.8, Synergy_ZIP=-9.99, Synergy_Bliss=-18.6, Synergy_Loewe=-19.5, Synergy_HSA=-17.7. Drug 1: CC1=C2C(C(=O)C3(C(CC4C(C3C(C(C2(C)C)(CC1OC(=O)C(C(C5=CC=CC=C5)NC(=O)C6=CC=CC=C6)O)O)OC(=O)C7=CC=CC=C7)(CO4)OC(=O)C)O)C)OC(=O)C. Drug 2: CC1C(C(CC(O1)OC2CC(CC3=C2C(=C4C(=C3O)C(=O)C5=C(C4=O)C(=CC=C5)OC)O)(C(=O)CO)O)N)O.Cl. Cell line: MDA-MB-435. (4) Drug 1: CN1CCC(CC1)COC2=C(C=C3C(=C2)N=CN=C3NC4=C(C=C(C=C4)Br)F)OC. Drug 2: CNC(=O)C1=CC=CC=C1SC2=CC3=C(C=C2)C(=NN3)C=CC4=CC=CC=N4. Cell line: KM12. Synergy scores: CSS=11.6, Synergy_ZIP=-1.79, Synergy_Bliss=3.12, Synergy_Loewe=-8.72, Synergy_HSA=0.393. (5) Drug 1: CS(=O)(=O)C1=CC(=C(C=C1)C(=O)NC2=CC(=C(C=C2)Cl)C3=CC=CC=N3)Cl. Drug 2: CS(=O)(=O)CCNCC1=CC=C(O1)C2=CC3=C(C=C2)N=CN=C3NC4=CC(=C(C=C4)OCC5=CC(=CC=C5)F)Cl. Cell line: SNB-19. Synergy scores: CSS=-1.79, Synergy_ZIP=-0.115, Synergy_Bliss=-0.821, Synergy_Loewe=-2.01, Synergy_HSA=-1.35.